From a dataset of Forward reaction prediction with 1.9M reactions from USPTO patents (1976-2016). Predict the product of the given reaction. (1) Given the reactants [C:1]([NH:5][S:6]([C:9]1[CH:14]=[CH:13][CH:12]=[CH:11][C:10]=1[C:15]1[CH:20]=[CH:19][C:18](B(O)O)=[C:17]([F:24])[CH:16]=1)(=[O:8])=[O:7])([CH3:4])([CH3:3])[CH3:2].[NH2:25][C:26]1[N:31]=[C:30]([C:32]#[N:33])[C:29](Br)=[CH:28][N:27]=1, predict the reaction product. The product is: [NH2:25][C:26]1[N:31]=[C:30]([C:32]#[N:33])[C:29]([C:18]2[CH:19]=[CH:20][C:15]([C:10]3[C:9]([S:6]([NH:5][C:1]([CH3:4])([CH3:3])[CH3:2])(=[O:8])=[O:7])=[CH:14][CH:13]=[CH:12][CH:11]=3)=[CH:16][C:17]=2[F:24])=[CH:28][N:27]=1. (2) Given the reactants [Cl:1][C:2]1[CH:3]=[C:4]2[C:9](=[C:10](Cl)[C:11]=1O)[O:8][CH:7]([C:14]([F:17])([F:16])[F:15])[C:6]([C:18]([O:20]CC)=[O:19])=[CH:5]2.[OH-].[Li+].Cl, predict the reaction product. The product is: [Cl:1][C:2]1[CH:3]=[C:4]2[C:9](=[CH:10][CH:11]=1)[O:8][CH:7]([C:14]([F:17])([F:15])[F:16])[C:6]([C:18]([OH:20])=[O:19])=[CH:5]2. (3) Given the reactants [CH2:1]([NH2:8])[C:2]1[CH:7]=[CH:6][CH:5]=[CH:4][CH:3]=1.[C:9]([O:13][C:14]([N:16]1[C@H:23]([CH:24]=O)[CH2:22][C@H:21]2[C@@H:17]1[CH2:18][CH2:19][CH2:20]2)=[O:15])([CH3:12])([CH3:11])[CH3:10].C(O[BH-](OC(=O)C)OC(=O)C)(=O)C.[Na+].C([O-])(O)=O.[Na+], predict the reaction product. The product is: [C:9]([O:13][C:14]([N:16]1[C@H:23]([CH2:24][NH:8][CH2:1][C:2]2[CH:7]=[CH:6][CH:5]=[CH:4][CH:3]=2)[CH2:22][C@H:21]2[C@@H:17]1[CH2:18][CH2:19][CH2:20]2)=[O:15])([CH3:12])([CH3:10])[CH3:11]. (4) Given the reactants [CH3:1][N:2]1[CH2:26][CH2:25][C:5]2[N:6]([CH2:14][CH:15]([C:17]3[CH:18]=[CH:19][C:20]([C:23]#[N:24])=[N:21][CH:22]=3)[OH:16])[C:7]3[CH:8]=[CH:9][C:10]([CH3:13])=[CH:11][C:12]=3[C:4]=2[CH2:3]1.[OH-:27].[K+], predict the reaction product. The product is: [CH3:1][N:2]1[CH2:26][CH2:25][C:5]2[N:6]([CH2:14][CH:15]([C:17]3[CH:18]=[CH:19][C:20]([C:23]([NH2:24])=[O:27])=[N:21][CH:22]=3)[OH:16])[C:7]3[CH:8]=[CH:9][C:10]([CH3:13])=[CH:11][C:12]=3[C:4]=2[CH2:3]1.